From a dataset of Forward reaction prediction with 1.9M reactions from USPTO patents (1976-2016). Predict the product of the given reaction. (1) The product is: [NH2:1][C:2]1[C:7]([CH3:8])=[C:6]([C:9]2[CH:14]=[CH:13][C:12]([C:24]#[C:23][Si:22]([CH3:39])([CH3:38])[CH3:21])=[CH:11][CH:10]=2)[N:5]=[C:4]([C:16]([O:18][CH3:19])=[O:17])[C:3]=1[Cl:20]. Given the reactants [NH2:1][C:2]1[C:7]([CH3:8])=[C:6]([C:9]2[CH:14]=[CH:13][C:12](I)=[CH:11][CH:10]=2)[N:5]=[C:4]([C:16]([O:18][CH3:19])=[O:17])[C:3]=1[Cl:20].[CH3:21][Si:22]([CH3:39])([CH3:38])[C:23]#[C:24][Sn](CCCC)(CCCC)CCCC, predict the reaction product. (2) Given the reactants [S:1]=[C:2]1[NH:7][C:6]2[CH:8]=[CH:9][NH:10][C:5]=2[C:4](=[O:11])[N:3]1[C:12]1[CH:17]=[CH:16][C:15]([O:18][CH2:19][C:20]([F:23])([F:22])[F:21])=[CH:14][CH:13]=1.Br[CH2:25][CH2:26][CH2:27][CH2:28][OH:29].[I-].[Na+].C(N(CC)CC)C, predict the reaction product. The product is: [OH:29][CH2:28][CH2:27][CH2:26][CH2:25][S:1][C:2]1[N:3]([C:12]2[CH:13]=[CH:14][C:15]([O:18][CH2:19][C:20]([F:23])([F:22])[F:21])=[CH:16][CH:17]=2)[C:4](=[O:11])[C:5]2[NH:10][CH:9]=[CH:8][C:6]=2[N:7]=1. (3) The product is: [CH3:1][C:5]1[C:4](=[O:8])[NH:16][C:17]([NH2:19])=[N:18][CH:6]=1. Given the reactants [CH3:1][O-].[Na+].[C:4]([O:8]CC)(=O)[CH2:5][CH3:6].C(OC)=O.Cl.[NH2:16][C:17]([NH2:19])=[NH:18].Cl, predict the reaction product. (4) Given the reactants [F:1][C:2]1[CH:7]=[CH:6][CH:5]=[CH:4][C:3]=1[NH:8][C:9]1[O:13][C:12]([C:14]([NH:16][C:17]2[CH:18]=[N:19][C:20]([N:23]3[CH2:28][CH2:27][NH:26][CH2:25][CH2:24]3)=[CH:21][CH:22]=2)=[O:15])=[N:11][N:10]=1.[CH:29]1([CH2:32]Br)[CH2:31][CH2:30]1.C(N(CC)CC)C, predict the reaction product. The product is: [CH:29]1([CH2:32][N:26]2[CH2:27][CH2:28][N:23]([C:20]3[N:19]=[CH:18][C:17]([NH:16][C:14]([C:12]4[O:13][C:9]([NH:8][C:3]5[CH:4]=[CH:5][CH:6]=[CH:7][C:2]=5[F:1])=[N:10][N:11]=4)=[O:15])=[CH:22][CH:21]=3)[CH2:24][CH2:25]2)[CH2:31][CH2:30]1. (5) The product is: [O:18]1[CH2:19][CH2:20][N:15]([C:11]2[CH2:12][CH2:13][N:8]([C:6]([O:5][C:1]([CH3:4])([CH3:3])[CH3:2])=[O:7])[CH2:9][CH:10]=2)[CH2:16][CH2:17]1. Given the reactants [C:1]([O:5][C:6]([N:8]1[CH2:13][CH2:12][C:11](=O)[CH2:10][CH2:9]1)=[O:7])([CH3:4])([CH3:3])[CH3:2].[NH:15]1[CH2:20][CH2:19][O:18][CH2:17][CH2:16]1.C1(C)C=CC(S(O)(=O)=O)=CC=1, predict the reaction product. (6) Given the reactants [CH3:1][C:2]12[C:14]3[C:10]([CH2:11][CH2:12][CH2:13]1)=[CH:9][CH:8]=[CH:7][C:6]=3[C:5](=O)[CH2:4][CH2:3]2.[BH4-].[Na+].[Cl-].[Al+3].[Cl-].[Cl-], predict the reaction product. The product is: [CH3:1][C:2]12[C:14]3[C:6]([CH:5]=[CH:4][CH2:3]1)=[CH:7][CH:8]=[CH:9][C:10]=3[CH2:11][CH2:12][CH2:13]2. (7) Given the reactants C([N:8]1[CH2:13][CH2:12][N:11]([CH:14]2[CH2:24][CH:17]3[CH2:18][N:19]([C:21](=[O:23])[CH3:22])[CH2:20][CH:16]3[CH2:15]2)[CH2:10][CH2:9]1)C1C=CC=CC=1, predict the reaction product. The product is: [N:11]1([CH:14]2[CH2:24][CH:17]3[CH2:18][N:19]([C:21](=[O:23])[CH3:22])[CH2:20][CH:16]3[CH2:15]2)[CH2:12][CH2:13][NH:8][CH2:9][CH2:10]1.